Predict the reaction yield, written as a fraction of the theoretical maximum amount of product (1.0 means a 100% yield; for example, 0.34 means a 34% yield). From a dataset of Reaction yield outcomes from USPTO patents with 853,638 reactions. (1) The reactants are COC1[CH:24]=[CH:23][C:6]([C:7](Cl)([C:16]2[CH:21]=[CH:20]C=CC=2)[C:8]2[CH:13]=[CH:12][C:11]([O:14][CH3:15])=[CH:10][CH:9]=2)=CC=1.[NH:25]1[CH2:30][CH2:29][CH2:28][CH2:27][CH2:26]1.[C:31](#N)[CH3:32]. The catalyst is CCCCCC. The product is [CH3:15][O:14][C:11]1[CH:10]=[CH:9][C:8]([C:7]2[C:6]([C:32]3[CH:31]=[CH:12][C:11]([O:14][CH3:15])=[CH:10][CH:9]=3)=[C:23]([CH2:24][N:25]3[CH2:30][CH2:29][CH2:28][CH2:27][CH2:26]3)[CH:20]=[CH:21][CH:16]=2)=[CH:13][CH:12]=1. The yield is 0.850. (2) The reactants are [CH3:1][N:2]([CH3:38])[CH:3]1[CH2:8][CH2:7][N:6]([CH2:9][C:10]2[S:18][C:17]3[C:16]([N:19]4[CH2:24][CH2:23][O:22][CH2:21][CH2:20]4)=[N:15][C:14]([Sn](CCCC)(CCCC)CCCC)=[N:13][C:12]=3[CH:11]=2)[CH2:5][CH2:4]1.Br[C:40]1[N:45]2[CH:46]=[CH:47][N:48]=[C:44]2[CH:43]=[CH:42][CH:41]=1. The catalyst is C1COCC1.C1C=CC([P]([Pd]([P](C2C=CC=CC=2)(C2C=CC=CC=2)C2C=CC=CC=2)([P](C2C=CC=CC=2)(C2C=CC=CC=2)C2C=CC=CC=2)[P](C2C=CC=CC=2)(C2C=CC=CC=2)C2C=CC=CC=2)(C2C=CC=CC=2)C2C=CC=CC=2)=CC=1.[Cu]I. The product is [N:48]1[CH:47]=[CH:46][N:45]2[C:40]([C:14]3[N:15]=[C:16]([N:19]4[CH2:24][CH2:23][O:22][CH2:21][CH2:20]4)[C:17]4[S:18][C:10]([CH2:9][N:6]5[CH2:5][CH2:4][CH:3]([N:2]([CH3:38])[CH3:1])[CH2:8][CH2:7]5)=[CH:11][C:12]=4[N:13]=3)=[CH:41][CH:42]=[CH:43][C:44]=12. The yield is 0.630. (3) The reactants are [C:1]([O:5][C:6]([C:8]1[C:12]([CH3:13])=[C:11]([C:14](=[O:24])[NH:15][CH2:16][CH2:17][CH2:18][CH2:19][CH2:20][CH2:21][CH2:22][CH3:23])[S:10][C:9]=1[NH:25][C:26]([NH:28][CH2:29][CH2:30][CH2:31][CH2:32][CH2:33][CH2:34][CH2:35][CH3:36])=[O:27])=[O:7])([CH3:4])([CH3:3])[CH3:2].[CH2:37](N)[CH2:38][CH2:39][CH2:40][CH2:41][CH2:42]CC. The catalyst is CCOC(C)=O. The product is [C:1]([O:5][C:6]([C:8]1[C:12]([CH3:13])=[C:11]([C:14](=[O:24])[NH:15][CH2:16][CH2:17][CH2:18][CH2:19][CH2:20][CH2:21][CH2:22][CH3:23])[S:10][C:9]=1[NH:25][C:26]([NH:28][CH2:29][CH2:30][CH2:31][CH2:32][CH2:33][CH2:34][CH2:35][CH2:36][CH2:37][CH2:38][CH2:39][CH2:40][CH2:41][CH3:42])=[O:27])=[O:7])([CH3:4])([CH3:3])[CH3:2]. The yield is 0.990. (4) The reactants are [N+:1]([C:4]1[CH:5]=[C:6]([CH2:10][CH:11]=O)[CH:7]=[CH:8][CH:9]=1)([O-:3])=[O:2].[F:13][C:14]1[CH:21]=[CH:20][C:17]([CH2:18][NH2:19])=[CH:16][CH:15]=1.[BH4-].[Na+].C(=O)(O)[O-].[Na+]. The catalyst is CO.C(O)(=O)C. The product is [F:13][C:14]1[CH:21]=[CH:20][C:17]([CH2:18][NH:19][CH2:11][CH2:10][C:6]2[CH:7]=[CH:8][CH:9]=[C:4]([N+:1]([O-:3])=[O:2])[CH:5]=2)=[CH:16][CH:15]=1. The yield is 0.400. (5) The reactants are [Si:1]([O:18][CH2:19][C@H:20]1[C@@H:24]([OH:25])[CH:23]=[CH:22][CH2:21]1)([C:14]([CH3:17])([CH3:16])[CH3:15])([C:8]1[CH:13]=[CH:12][CH:11]=[CH:10][CH:9]=1)[C:2]1[CH:7]=[CH:6][CH:5]=[CH:4][CH:3]=1.[Cr](O[Cr]([O-])(=O)=O)([O-])(=O)=O.[NH+]1C=CC=CC=1.[NH+]1C=CC=CC=1. The catalyst is C(Cl)Cl. The product is [Si:1]([O:18][CH2:19][C@H:20]1[C:24](=[O:25])[CH:23]=[CH:22][CH2:21]1)([C:14]([CH3:17])([CH3:15])[CH3:16])([C:8]1[CH:13]=[CH:12][CH:11]=[CH:10][CH:9]=1)[C:2]1[CH:3]=[CH:4][CH:5]=[CH:6][CH:7]=1. The yield is 0.790. (6) The reactants are OC(C(F)(F)F)=O.[NH2:8][C@@H:9]([CH3:35])[C:10]([NH:12][C@@H:13]([CH2:31][CH:32]1[CH2:34][CH2:33]1)[C:14]([NH:16][C@@H:17]([CH2:24][C:25]1[CH:30]=[CH:29][CH:28]=[CH:27][CH:26]=1)[C:18]([C@@:20]1([CH3:23])[CH2:22][O:21]1)=[O:19])=[O:15])=[O:11].[O:36]1[CH2:41][CH2:40][N:39]([CH2:42][C:43](O)=[O:44])[CH2:38][CH2:37]1.CN(C(ON1N=NC2C=CC=NC1=2)=[N+](C)C)C.F[P-](F)(F)(F)(F)F.CCN(C(C)C)C(C)C. The catalyst is CN(C=O)C. The product is [CH:32]1([CH2:31][C@H:13]([NH:12][C:10](=[O:11])[C@@H:9]([NH:8][C:43](=[O:44])[CH2:42][N:39]2[CH2:40][CH2:41][O:36][CH2:37][CH2:38]2)[CH3:35])[C:14]([NH:16][C@@H:17]([CH2:24][C:25]2[CH:26]=[CH:27][CH:28]=[CH:29][CH:30]=2)[C:18]([C@@:20]2([CH3:23])[CH2:22][O:21]2)=[O:19])=[O:15])[CH2:34][CH2:33]1. The yield is 0.800.